This data is from Forward reaction prediction with 1.9M reactions from USPTO patents (1976-2016). The task is: Predict the product of the given reaction. (1) Given the reactants [Cl:1][C:2]1[CH:3]=[C:4]([NH:14][CH:15]2[CH2:20][CH2:19][O:18][CH2:17][CH2:16]2)[C:5]([O:12][CH3:13])=[C:6]([CH:11]=1)[C:7]([O:9][CH3:10])=[O:8].[CH:21](=O)[CH3:22].C(O)(=O)C.C(O[BH-](OC(=O)C)OC(=O)C)(=O)C.[Na+].C([O-])(O)=O.[Na+], predict the reaction product. The product is: [Cl:1][C:2]1[CH:3]=[C:4]([N:14]([CH2:21][CH3:22])[CH:15]2[CH2:20][CH2:19][O:18][CH2:17][CH2:16]2)[C:5]([O:12][CH3:13])=[C:6]([CH:11]=1)[C:7]([O:9][CH3:10])=[O:8]. (2) Given the reactants [CH3:1][C:2]1([CH3:27])[O:7][C:6]2[CH:8]=[CH:9][C:10]([C@H:12]3[O:16][C:15](=[O:17])[N:14]([CH2:18][CH2:19][C:20]4[CH:25]=[CH:24][C:23]([OH:26])=[CH:22][CH:21]=4)[CH2:13]3)=[CH:11][C:5]=2[CH2:4][O:3]1.C(=O)([O-])[O-].[Cs+].[Cs+].[C:34]([O:37][C:38]1[CH:43]=[CH:42][CH:41]=[C:40]([CH2:44][CH2:45][CH2:46][CH2:47]Br)[CH:39]=1)(=[O:36])[CH3:35], predict the reaction product. The product is: [C:34]([O:37][C:38]1[CH:43]=[CH:42][CH:41]=[C:40]([CH2:44][CH2:45][CH2:46][CH2:47][O:26][C:23]2[CH:22]=[CH:21][C:20]([CH2:19][CH2:18][N:14]3[CH2:13][C@@H:12]([C:10]4[CH:9]=[CH:8][C:6]5[O:7][C:2]([CH3:27])([CH3:1])[O:3][CH2:4][C:5]=5[CH:11]=4)[O:16][C:15]3=[O:17])=[CH:25][CH:24]=2)[CH:39]=1)(=[O:36])[CH3:35]. (3) Given the reactants [C:1]([C:3]1[CH:4]=[C:5]([C:17]([OH:19])=O)[CH:6]=[C:7]2[C:12]=1[O:11][C:10]([CH3:14])([CH3:13])[CH2:9][C:8]2([CH3:16])[CH3:15])#[CH:2].C(N(CC)CC)C.ClC(OCC)=O.[N-:33]=[N+:34]=[N-:35].[Na+], predict the reaction product. The product is: [C:1]([C:3]1[CH:4]=[C:5]([C:17]([N:33]=[N+:34]=[N-:35])=[O:19])[CH:6]=[C:7]2[C:12]=1[O:11][C:10]([CH3:14])([CH3:13])[CH2:9][C:8]2([CH3:16])[CH3:15])#[CH:2]. (4) Given the reactants CC(OI1(OC(C)=O)(OC(C)=O)O[C:12](=O)[C:11]2[CH:10]=[CH:9][CH:8]=[CH:7][C:6]1=2)=O.[CH3:23]COCC.[OH-:28].[Na+], predict the reaction product. The product is: [CH3:23][CH:9]([CH2:10][CH2:11][CH3:12])[C:8](=[O:28])[CH:7]=[CH2:6]. (5) Given the reactants [CH3:1][O:2][C:3]1[CH:4]=[C:5]([C:12]2[CH:17]=[CH:16][C:15]([C:18]([F:21])([F:20])[F:19])=[CH:14][CH:13]=2)[CH:6]=[CH:7][C:8]=1[N+:9]([O-])=O, predict the reaction product. The product is: [CH3:1][O:2][C:3]1[CH:4]=[C:5]([C:12]2[CH:17]=[CH:16][C:15]([C:18]([F:19])([F:20])[F:21])=[CH:14][CH:13]=2)[CH:6]=[CH:7][C:8]=1[NH2:9]. (6) Given the reactants [Cl:1][C:2]1[C:3]([C:36]([F:39])([F:38])[F:37])=[CH:4][C:5]2[N:9]=[C:8]([CH:10]([OH:12])[CH3:11])[N:7]([C:13]3[CH:18]=[CH:17][C:16]([CH2:19][CH2:20][NH:21][C:22]([NH:24][S:25]([C:28]4[CH:33]=[CH:32][C:31]([CH3:34])=[CH:30][CH:29]=4)(=[O:27])=[O:26])=[O:23])=[CH:15][CH:14]=3)[C:6]=2[CH:35]=1, predict the reaction product. The product is: [C:10]([C:8]1[N:7]([C:13]2[CH:18]=[CH:17][C:16]([CH2:19][CH2:20][NH:21][C:22]([NH:24][S:25]([C:28]3[CH:33]=[CH:32][C:31]([CH3:34])=[CH:30][CH:29]=3)(=[O:27])=[O:26])=[O:23])=[CH:15][CH:14]=2)[C:6]2[CH:35]=[C:2]([Cl:1])[C:3]([C:36]([F:38])([F:39])[F:37])=[CH:4][C:5]=2[N:9]=1)(=[O:12])[CH3:11]. (7) Given the reactants [C:1]([C:3]([C:6]1[CH:7]=[C:8]([CH:12]=[CH:13][CH:14]=1)[C:9]([OH:11])=O)([CH3:5])[CH3:4])#[N:2].CN(C(ON1N=NC2C=CC=CC1=2)=[N+](C)C)C.[B-](F)(F)(F)F.CCN(C(C)C)C(C)C.[CH3:46][C:47]1[CH:53]=[CH:52][C:50]([NH2:51])=[CH:49][C:48]=1[N+:54]([O-:56])=[O:55].C(O)(=O)CC(CC(O)=O)(C(O)=O)O, predict the reaction product. The product is: [C:1]([C:3]([C:6]1[CH:7]=[C:8]([CH:12]=[CH:13][CH:14]=1)[C:9]([NH:51][C:50]1[CH:52]=[CH:53][C:47]([CH3:46])=[C:48]([N+:54]([O-:56])=[O:55])[CH:49]=1)=[O:11])([CH3:4])[CH3:5])#[N:2].